Task: Predict the product of the given reaction.. Dataset: Forward reaction prediction with 1.9M reactions from USPTO patents (1976-2016) (1) Given the reactants [OH:1][C@@H:2]([C@H:4]1[C:24](=[O:25])[N:6]2[C:7]([C:21]([O-:23])=[O:22])=[C:8]([S:11]/[CH:12]=[CH:13]\[C:14]3[S:18][CH:17]=[N:16][C:15]=3[CH2:19][OH:20])[C@H:9]([CH3:10])[C@H:5]12)[CH3:3].[Na+].[CH2:27]([O:31][C:32]([O:34][CH2:35]I)=[O:33])[CH2:28][CH2:29][CH3:30], predict the reaction product. The product is: [OH:1][C@@H:2]([C@H:4]1[C:24](=[O:25])[N:6]2[C:7]([C:21]([O:23][CH2:35][O:34][C:32]([O:31][CH2:27][CH2:28][CH2:29][CH3:30])=[O:33])=[O:22])=[C:8]([S:11]/[CH:12]=[CH:13]\[C:14]3[S:18][CH:17]=[N:16][C:15]=3[CH2:19][OH:20])[C@H:9]([CH3:10])[C@H:5]12)[CH3:3]. (2) Given the reactants [C:1]([C:9]1[CH:14]=[C:13]([Cl:15])[CH:12]=[CH:11][C:10]=1[NH:16][S:17]([C:20]([F:23])([F:22])[F:21])(=[O:19])=[O:18])(=O)[C:2]1[CH:7]=[CH:6][CH:5]=[CH:4][CH:3]=1.Cl.[Cl:25][C:26]1[CH:27]=[C:28]([CH:32]=[CH:33][C:34]=1[Cl:35])[CH2:29][O:30][NH2:31].CC([O-])=O.[Na+], predict the reaction product. The product is: [Cl:15][C:13]1[CH:12]=[CH:11][C:10]([NH:16][S:17]([C:20]([F:23])([F:22])[F:21])(=[O:19])=[O:18])=[C:9]([C:1](=[N:31][O:30][CH2:29][C:28]2[CH:32]=[CH:33][C:34]([Cl:35])=[C:26]([Cl:25])[CH:27]=2)[C:2]2[CH:7]=[CH:6][CH:5]=[CH:4][CH:3]=2)[CH:14]=1. (3) Given the reactants Br[C:2]1[CH:7]=[CH:6][CH:5]=[CH:4][C:3]=1[F:8].C([Li])CCC.CON(C)[C:17](=[O:27])[CH2:18][O:19][CH:20]([CH:25]=[CH2:26])[C:21]([F:24])([F:23])[F:22], predict the reaction product. The product is: [F:8][C:3]1[CH:4]=[CH:5][CH:6]=[CH:7][C:2]=1[C:17](=[O:27])[CH2:18][O:19][CH:20]([CH:25]=[CH2:26])[C:21]([F:23])([F:22])[F:24]. (4) Given the reactants [CH3:1][O:2][C:3]1[CH:10]=[C:9]([N+:11]([O-:13])=[O:12])[CH:8]=[CH:7][C:4]=1[CH2:5]O.C(Br)(Br)(Br)[Br:15].C1(P(C2C=CC=CC=2)C2C=CC=CC=2)C=CC=CC=1, predict the reaction product. The product is: [CH3:1][O:2][C:3]1[CH:10]=[C:9]([N+:11]([O-:13])=[O:12])[CH:8]=[CH:7][C:4]=1[CH2:5][Br:15]. (5) Given the reactants [F:1][C:2]1[CH:3]=[C:4]([CH:42]=[CH:43][CH:44]=1)[CH2:5][N:6]1[C:10]([CH3:11])=[C:9]([C:12]2[C:20]3[C:15](=[N:16][CH:17]=[C:18]([C:21]4[CH:22]=[C:23]([CH:38]=[CH:39][CH:40]=4)[CH2:24][CH:25]4[CH2:30][CH2:29][N:28](C(OC(C)(C)C)=O)[CH2:27][CH2:26]4)[CH:19]=3)[NH:14][CH:13]=2)[C:8]([CH3:41])=[N:7]1, predict the reaction product. The product is: [F:1][C:2]1[CH:3]=[C:4]([CH:42]=[CH:43][CH:44]=1)[CH2:5][N:6]1[C:10]([CH3:11])=[C:9]([C:12]2[C:20]3[C:15](=[N:16][CH:17]=[C:18]([C:21]4[CH:40]=[CH:39][CH:38]=[C:23]([CH2:24][CH:25]5[CH2:30][CH2:29][NH:28][CH2:27][CH2:26]5)[CH:22]=4)[CH:19]=3)[NH:14][CH:13]=2)[C:8]([CH3:41])=[N:7]1. (6) Given the reactants [C:1](OC1C2C(=CC=CC=2)N(CCC)C1=O)(=[O:8])[C:2]1[CH:7]=[CH:6][CH:5]=[CH:4][CH:3]=1.[Cl:23][C:24]1[CH:25]=[C:26]2[C:30](=[CH:31][CH:32]=1)[N:29]([CH2:33][CH2:34][CH2:35][N:36]1[CH2:41][CH2:40][O:39][CH2:38][CH2:37]1)[C:28](=[O:42])[C:27]2=[O:43], predict the reaction product. The product is: [C:1]([O:43][CH:27]1[C:26]2[C:30](=[CH:31][CH:32]=[C:24]([Cl:23])[CH:25]=2)[N:29]([CH2:33][CH2:34][CH2:35][N:36]2[CH2:37][CH2:38][O:39][CH2:40][CH2:41]2)[C:28]1=[O:42])(=[O:8])[C:2]1[CH:7]=[CH:6][CH:5]=[CH:4][CH:3]=1. (7) Given the reactants [F:1][C:2]1[CH:15]=[CH:14][C:5]([CH2:6][S:7]([CH2:10][C:11](O)=O)(=[O:9])=[O:8])=[CH:4][CH:3]=1.[Br:16][C:17]1[CH:24]=[CH:23][C:20](C=O)=[CH:19][CH:18]=1, predict the reaction product. The product is: [F:1][C:2]1[CH:15]=[CH:14][C:5]([CH2:6][S:7](/[CH:10]=[CH:11]/[C:20]2[CH:23]=[CH:24][C:17]([Br:16])=[CH:18][CH:19]=2)(=[O:9])=[O:8])=[CH:4][CH:3]=1. (8) Given the reactants Br[C:2]1[CH:3]=[CH:4][C:5]2[O:9][C:8]([CH2:10][CH:11]3[CH2:16][CH2:15][CH2:14][CH2:13][N:12]3[C:17]([C:19]3[N:20]=[C:21]([CH3:31])[S:22][C:23]=3[C:24]3[CH:29]=[CH:28][C:27]([F:30])=[CH:26][CH:25]=3)=[O:18])=[CH:7][C:6]=2[CH:32]=1.CC1C(S([O-])(=O)=O)=CC(OC)=[C:36]([N:46]=NC2C(O)=CC=C3C=2C=CC(S([O-])(=O)=O)=C3)C=1.[Na+].[Na+].[Cu]C#N, predict the reaction product. The product is: [C:36]([C:2]1[CH:3]=[CH:4][C:5]2[O:9][C:8]([CH2:10][CH:11]3[CH2:16][CH2:15][CH2:14][CH2:13][N:12]3[C:17]([C:19]3[N:20]=[C:21]([CH3:31])[S:22][C:23]=3[C:24]3[CH:29]=[CH:28][C:27]([F:30])=[CH:26][CH:25]=3)=[O:18])=[CH:7][C:6]=2[CH:32]=1)#[N:46]. (9) Given the reactants [Cl:1][C:2]1[CH:7]=[C:6]([Cl:8])[C:5]([C:9]2[CH:13]=[C:12]([O:14][CH:15]([F:17])[F:16])[N:11]([CH3:18])[N:10]=2)=[CH:4][C:3]=1[N+:19]([O-])=O.[H][H], predict the reaction product. The product is: [Cl:1][C:2]1[CH:7]=[C:6]([Cl:8])[C:5]([C:9]2[CH:13]=[C:12]([O:14][CH:15]([F:17])[F:16])[N:11]([CH3:18])[N:10]=2)=[CH:4][C:3]=1[NH2:19]. (10) The product is: [NH2:1][C:2]1[N:6]([C:7]2[CH:16]=[CH:15][C:10]3[NH:11][C:12]([CH3:14])=[N:13][C:9]=3[CH:8]=2)[N:5]=[CH:4][C:3]=1[C:17]([C:19]1[N:20]([S:30]([C:33]2[CH:34]=[CH:35][C:36]([CH3:39])=[CH:37][CH:38]=2)(=[O:32])=[O:31])[C:21]2[C:26]([CH:27]=1)=[CH:25][CH:24]=[C:23]([CH2:28][N:44]1[CH2:45][CH2:46][N:41]([CH3:40])[CH2:42][CH2:43]1)[CH:22]=2)=[O:18]. Given the reactants [NH2:1][C:2]1[N:6]([C:7]2[CH:16]=[CH:15][C:10]3[NH:11][C:12]([CH3:14])=[N:13][C:9]=3[CH:8]=2)[N:5]=[CH:4][C:3]=1[C:17]([C:19]1[N:20]([S:30]([C:33]2[CH:38]=[CH:37][C:36]([CH3:39])=[CH:35][CH:34]=2)(=[O:32])=[O:31])[C:21]2[C:26]([CH:27]=1)=[CH:25][CH:24]=[C:23]([CH:28]=O)[CH:22]=2)=[O:18].[CH3:40][N:41]1[CH2:46][CH2:45][NH:44][CH2:43][CH2:42]1.C(O[BH-](OC(=O)C)OC(=O)C)(=O)C.[Na+].C(=O)(O)[O-].[Na+], predict the reaction product.